The task is: Predict which catalyst facilitates the given reaction.. This data is from Catalyst prediction with 721,799 reactions and 888 catalyst types from USPTO. (1) Reactant: [NH2:1][C:2]1[CH:3]=[CH:4][CH:5]=[C:6]2[C:10]=1[C:9](=[O:11])[N:8]([C@@H:12]([C:19]1[CH:24]=[CH:23][C:22]([O:25][CH3:26])=[C:21]([O:27][CH2:28][CH3:29])[CH:20]=1)[CH2:13][C:14]([N:16]([CH3:18])[CH3:17])=[O:15])[CH2:7]2.[C:30](Cl)(=[O:32])[CH3:31].C(=O)([O-])O.[Na+].C(OCC)(=O)C. Product: [C:30]([NH:1][C:2]1[CH:3]=[CH:4][CH:5]=[C:6]2[C:10]=1[C:9](=[O:11])[N:8]([C@@H:12]([C:19]1[CH:24]=[CH:23][C:22]([O:25][CH3:26])=[C:21]([O:27][CH2:28][CH3:29])[CH:20]=1)[CH2:13][C:14]([N:16]([CH3:18])[CH3:17])=[O:15])[CH2:7]2)(=[O:32])[CH3:31]. The catalyst class is: 7. (2) Reactant: C[O:2][C:3]([C:5]1[CH:6]=[C:7]2[C:11](=[CH:12][CH:13]=1)[N:10]([CH2:14][C:15](OCC)([O:32]CC)[CH2:16][O:17][C:18]1[CH:23]=[CH:22][C:21]([CH2:24][CH2:25][CH2:26][CH2:27][CH2:28][CH2:29][CH2:30][CH3:31])=[CH:20][CH:19]=1)[CH:9]=[C:8]2[C:38](=[O:46])[CH2:39][CH2:40][CH2:41][C:42]([O:44]C)=[O:43])=[O:4].CO.[OH-].[Na+]. Product: [C:42]([CH2:41][CH2:40][CH2:39][C:38]([C:8]1[C:7]2[C:11](=[CH:12][CH:13]=[C:5]([C:3]([OH:4])=[O:2])[CH:6]=2)[N:10]([CH2:14][C:15](=[O:32])[CH2:16][O:17][C:18]2[CH:19]=[CH:20][C:21]([CH2:24][CH2:25][CH2:26][CH2:27][CH2:28][CH2:29][CH2:30][CH3:31])=[CH:22][CH:23]=2)[CH:9]=1)=[O:46])([OH:44])=[O:43]. The catalyst class is: 6. (3) Reactant: [CH3:1][O:2][C:3]1[CH:4]=[C:5]([N:11]2[CH:16]=[C:15]([C:17]#[N:18])[C:14](=[O:19])[N:13]([CH2:20][C:21]3[CH:26]=[CH:25][CH:24]=[C:23]([C:27]([F:30])([F:29])[F:28])[C:22]=3[CH3:31])[C:12]2=[O:32])[CH:6]=[CH:7][C:8]=1[O:9][CH3:10].C([Sn](=O)CCCC)CCC.C[Si]([N:47]=[N+:48]=[N-:49])(C)C.C(O)C. Product: [CH3:1][O:2][C:3]1[CH:4]=[C:5]([N:11]2[CH:16]=[C:15]([C:17]3[NH:49][N:48]=[N:47][N:18]=3)[C:14](=[O:19])[N:13]([CH2:20][C:21]3[CH:26]=[CH:25][CH:24]=[C:23]([C:27]([F:29])([F:30])[F:28])[C:22]=3[CH3:31])[C:12]2=[O:32])[CH:6]=[CH:7][C:8]=1[O:9][CH3:10]. The catalyst class is: 11. (4) Reactant: [C:1]([O:5][C:6]([N:8]1[CH2:13][C@@H:12]([C:14](=[O:37])[NH:15][CH2:16][C:17]2([CH2:31][CH2:32][CH2:33][CH2:34][O:35][CH3:36])[C:30]3[CH:29]=[CH:28][CH:27]=[CH:26][C:25]=3[O:24][C:23]3[C:18]2=[CH:19][CH:20]=[CH:21][CH:22]=3)[CH2:11][C@@H:10]([C:38](O)=[O:39])[CH2:9]1)=[O:7])([CH3:4])([CH3:3])[CH3:2].[CH2:41]([NH2:49])[CH2:42][C:43]1[CH:48]=[CH:47][CH:46]=[CH:45][CH:44]=1. Product: [C:1]([O:5][C:6]([N:8]1[CH2:9][C@H:10]([C:38](=[O:39])[NH:49][CH2:41][CH2:42][C:43]2[CH:48]=[CH:47][CH:46]=[CH:45][CH:44]=2)[CH2:11][C@H:12]([C:14](=[O:37])[NH:15][CH2:16][C:17]2([CH2:31][CH2:32][CH2:33][CH2:34][O:35][CH3:36])[C:30]3[CH:29]=[CH:28][CH:27]=[CH:26][C:25]=3[O:24][C:23]3[C:18]2=[CH:19][CH:20]=[CH:21][CH:22]=3)[CH2:13]1)=[O:7])([CH3:3])([CH3:4])[CH3:2]. The catalyst class is: 66.